From a dataset of Peptide-MHC class I binding affinity with 185,985 pairs from IEDB/IMGT. Regression. Given a peptide amino acid sequence and an MHC pseudo amino acid sequence, predict their binding affinity value. This is MHC class I binding data. (1) The peptide sequence is YVLNGYTEF. The MHC is HLA-C04:01 with pseudo-sequence HLA-C04:01. The binding affinity (normalized) is 0.0847. (2) The binding affinity (normalized) is 0.0847. The MHC is HLA-A69:01 with pseudo-sequence HLA-A69:01. The peptide sequence is KVFFGPIYY. (3) The peptide sequence is RRVSGCVSV. The MHC is HLA-B58:01 with pseudo-sequence HLA-B58:01. The binding affinity (normalized) is 0.0847. (4) The MHC is HLA-B15:01 with pseudo-sequence HLA-B15:01. The binding affinity (normalized) is 0.0847. The peptide sequence is FCSNHFTEL. (5) The peptide sequence is LRLTVWGTKNL. The MHC is Mamu-B08 with pseudo-sequence Mamu-B08. The binding affinity (normalized) is 0.566.